This data is from Forward reaction prediction with 1.9M reactions from USPTO patents (1976-2016). The task is: Predict the product of the given reaction. (1) Given the reactants [NH2:1][C:2]1[CH:11]=[CH:10][C:5]([C:6]([NH:8][CH3:9])=[O:7])=[C:4]([F:12])[CH:3]=1.[Si]([C:17]#[N:18])(C)(C)C.[Si](OS(C(F)(F)F)(=O)=O)(C)(C)C.[CH3:31][C:32]([CH3:34])=O, predict the reaction product. The product is: [C:17]([C:32]([NH:1][C:2]1[CH:11]=[CH:10][C:5]([C:6]([NH:8][CH3:9])=[O:7])=[C:4]([F:12])[CH:3]=1)([CH3:34])[CH3:31])#[N:18]. (2) The product is: [CH3:18][N:2]([CH3:1])[C:3]1[C:8]([CH3:9])=[CH:7][N:6]=[C:5]([NH:10][C@@H:11]2[CH2:16][CH2:15][C@H:14]([NH:17][C:31](=[O:32])[CH2:30][S:27]([C:23]3[CH:24]=[CH:25][CH:26]=[C:21]([C:20]([F:34])([F:19])[F:35])[CH:22]=3)(=[O:28])=[O:29])[CH2:13][CH2:12]2)[N:4]=1. Given the reactants [CH3:1][N:2]([CH3:18])[C:3]1[C:8]([CH3:9])=[CH:7][N:6]=[C:5]([NH:10][C@@H:11]2[CH2:16][CH2:15][C@H:14]([NH2:17])[CH2:13][CH2:12]2)[N:4]=1.[F:19][C:20]([F:35])([F:34])[C:21]1[CH:22]=[C:23]([S:27]([CH2:30][C:31](O)=[O:32])(=[O:29])=[O:28])[CH:24]=[CH:25][CH:26]=1.CN(C(ON1N=NC2C=CC=NC1=2)=[N+](C)C)C.F[P-](F)(F)(F)(F)F.CCN(CC)CC, predict the reaction product. (3) Given the reactants [C:1]([S@:5]([NH2:7])=[O:6])([CH3:4])([CH3:3])[CH3:2].[Cl:8][C:9]1[CH:10]=[C:11]([C:18]2[CH:23]=[CH:22][C:21]([C:24](=O)[CH3:25])=[CH:20][CH:19]=2)[C:12]([O:15][CH2:16][CH3:17])=[N:13][CH:14]=1.[BH4-].[Na+], predict the reaction product. The product is: [Cl:8][C:9]1[CH:10]=[C:11]([C:18]2[CH:23]=[CH:22][C:21]([CH:24]([NH:7][S@@:5]([C:1]([CH3:4])([CH3:3])[CH3:2])=[O:6])[CH3:25])=[CH:20][CH:19]=2)[C:12]([O:15][CH2:16][CH3:17])=[N:13][CH:14]=1. (4) Given the reactants [Si:1]([O:18][CH2:19][C:20]1[C:25]([N:26]2[CH2:31][C@H:30]([CH3:32])[O:29][C@H:28]([CH3:33])[CH2:27]2)=[C:24]([Cl:34])[C:23]([F:35])=[CH:22][CH:21]=1)([C:14]([CH3:17])([CH3:16])[CH3:15])([C:8]1[CH:13]=[CH:12][CH:11]=[CH:10][CH:9]=1)[C:2]1[CH:7]=[CH:6][CH:5]=[CH:4][CH:3]=1.CON(C)[C:39]([C:41]1[CH:46]=[CH:45][N:44]=[N:43][CH:42]=1)=[O:40], predict the reaction product. The product is: [Si:1]([O:18][CH2:19][C:20]1[C:25]([N:26]2[CH2:31][C@H:30]([CH3:32])[O:29][C@H:28]([CH3:33])[CH2:27]2)=[C:24]([Cl:34])[C:23]([F:35])=[C:22]([C:39]([C:41]2[CH:46]=[CH:45][N:44]=[N:43][CH:42]=2)=[O:40])[CH:21]=1)([C:14]([CH3:16])([CH3:17])[CH3:15])([C:2]1[CH:7]=[CH:6][CH:5]=[CH:4][CH:3]=1)[C:8]1[CH:13]=[CH:12][CH:11]=[CH:10][CH:9]=1. (5) Given the reactants [C:1]1([C:7]2[CH:8]=[N:9][CH:10]=[C:11]([CH:14]=2)[CH:12]=O)[CH2:6][CH2:5][CH2:4][CH2:3][CH:2]=1.[Cl-].[Br:16][C:17]1[CH:18]=[C:19]2[C:24](=[CH:25][CH:26]=1)[N:23]=[C:22]([Cl:27])[C:21]([CH2:28][P+](C1C=CC=CC=1)(C1C=CC=CC=1)C1C=CC=CC=1)=[CH:20]2.C(=O)([O-])[O-].[K+].[K+], predict the reaction product. The product is: [Br:16][C:17]1[CH:18]=[C:19]2[C:24](=[CH:25][CH:26]=1)[N:23]=[C:22]([Cl:27])[C:21]([CH:28]=[CH:12][C:11]1[CH:10]=[N:9][CH:8]=[C:7]([C:1]3[CH2:6][CH2:5][CH2:4][CH2:3][CH:2]=3)[CH:14]=1)=[CH:20]2. (6) Given the reactants [NH:1]1[CH2:5][CH2:4][C@@H:3]([NH:6][C:7](=[O:39])[CH:8]([CH:36]([CH3:38])[CH3:37])[CH2:9][CH:10]([OH:35])[CH:11]([N:32]=[N+]=[N-])[CH2:12][CH:13]([CH2:17][C:18]2[CH:23]=[CH:22][C:21]([O:24][CH3:25])=[C:20]([O:26][CH2:27][CH2:28][CH2:29][O:30][CH3:31])[CH:19]=2)[CH:14]([CH3:16])[CH3:15])[CH2:2]1.[Cl:40]CCl, predict the reaction product. The product is: [ClH:40].[ClH:40].[NH:1]1[CH2:5][CH2:4][C@@H:3]([NH:6][C:7](=[O:39])[CH:8]([CH:36]([CH3:38])[CH3:37])[CH2:9][CH:10]([OH:35])[CH:11]([NH2:32])[CH2:12][CH:13]([CH2:17][C:18]2[CH:23]=[CH:22][C:21]([O:24][CH3:25])=[C:20]([O:26][CH2:27][CH2:28][CH2:29][O:30][CH3:31])[CH:19]=2)[CH:14]([CH3:15])[CH3:16])[CH2:2]1. (7) Given the reactants [CH2:1]([O:8][C:9](=[O:27])[C@H:10]([CH2:12][CH2:13][CH2:14][CH2:15][NH:16][C:17]([O:19][CH2:20][C:21]1[CH:26]=[CH:25][CH:24]=[CH:23][CH:22]=1)=[O:18])[NH2:11])[C:2]1[CH:7]=[CH:6][CH:5]=[CH:4][CH:3]=1.[CH:28](=O)[CH:29]([CH3:31])[CH3:30], predict the reaction product. The product is: [CH2:1]([O:8][C:9](=[O:27])[C@H:10]([CH2:12][CH2:13][CH2:14][CH2:15][NH:16][C:17]([O:19][CH2:20][C:21]1[CH:22]=[CH:23][CH:24]=[CH:25][CH:26]=1)=[O:18])[NH:11][CH2:28][CH:29]([CH3:31])[CH3:30])[C:2]1[CH:7]=[CH:6][CH:5]=[CH:4][CH:3]=1.